From a dataset of Full USPTO retrosynthesis dataset with 1.9M reactions from patents (1976-2016). Predict the reactants needed to synthesize the given product. (1) Given the product [Br:23][CH2:24][C@H:25]([C:27]1[N:28]=[C:29]([C:32]([F:35])([F:34])[F:33])[S:30][CH:31]=1)[OH:26], predict the reactants needed to synthesize it. The reactants are: B.B1(C)OC(C2C=CC=CC=2)(C2C=CC=CC=2)[C@@H]2N1CCC2.[Br:23][CH2:24][C:25]([C:27]1[N:28]=[C:29]([C:32]([F:35])([F:34])[F:33])[S:30][CH:31]=1)=[O:26]. (2) The reactants are: [N:1]1[CH:6]=[CH:5][C:4]([C:7]2[CH:15]=[CH:14][CH:13]=[C:12]3[C:8]=2[CH2:9][C:10](=[O:16])[NH:11]3)=[CH:3][CH:2]=1.[CH2:17]([O:19][C:20]([C:22]1[C:26]([CH2:27][CH2:28][C:29]([OH:31])=[O:30])=[C:25]([CH:32]=O)[NH:24][C:23]=1[CH3:34])=[O:21])[CH3:18]. Given the product [CH2:17]([O:19][C:20]([C:22]1[C:26]([CH2:27][CH2:28][C:29]([OH:31])=[O:30])=[C:25]([CH:32]=[C:9]2[C:8]3[C:12](=[CH:13][CH:14]=[CH:15][C:7]=3[C:4]3[CH:5]=[CH:6][N:1]=[CH:2][CH:3]=3)[NH:11][C:10]2=[O:16])[NH:24][C:23]=1[CH3:34])=[O:21])[CH3:18], predict the reactants needed to synthesize it. (3) Given the product [C:15]([N:12]1[CH2:13][CH2:14][N:9]([CH2:8][C:7]2[CH:18]=[CH:19][C:4]([C:1](=[O:3])/[CH:2]=[CH:34]/[C:31]3[CH:32]=[CH:33][C:28](/[CH:27]=[CH:26]/[C:25]([OH:36])=[O:24])=[N:29][CH:30]=3)=[CH:5][CH:6]=2)[CH2:10][CH2:11]1)(=[O:17])[CH3:16], predict the reactants needed to synthesize it. The reactants are: [C:1]([C:4]1[CH:19]=[CH:18][C:7]([CH2:8][N:9]2[CH2:14][CH2:13][N:12]([C:15](=[O:17])[CH3:16])[CH2:11][CH2:10]2)=[CH:6][CH:5]=1)(=[O:3])[CH3:2].C([O:24][C:25](=[O:36])/[CH:26]=[CH:27]/[C:28]1[CH:33]=[CH:32][C:31]([CH:34]=O)=[CH:30][N:29]=1)(C)(C)C.[OH-].[K+]. (4) Given the product [F:1][C:2]1[CH:7]=[CH:6][C:5]([O:8][CH2:11][CH2:12][CH2:13][O:18][C:15]2[CH:6]=[CH:7][C:2]([F:1])=[CH:3][C:4]=2[I:9])=[C:4]([I:9])[CH:3]=1, predict the reactants needed to synthesize it. The reactants are: [F:1][C:2]1[CH:7]=[CH:6][C:5]([OH:8])=[C:4]([I:9])[CH:3]=1.Br[CH2:11][CH2:12][CH2:13]Br.[C:15](=[O:18])([O-])[O-].[K+].[K+]. (5) Given the product [N:1]1[CH:6]=[CH:5][CH:4]=[C:3]([C:7]2[CH:11]=[C:10]([C:12]([F:15])([F:13])[F:14])[N:9]([C:16]3[N:21]=[N:20][C:19]([NH2:22])=[CH:18][CH:17]=3)[N:8]=2)[CH:2]=1.[O:32]1[C:36]([C:37]2[CH:38]=[C:39]([CH:43]=[CH:44][CH:45]=2)[C:40]([NH:22][C:19]2[N:20]=[N:21][C:16]([N:9]3[C:10]([C:12]([F:15])([F:13])[F:14])=[CH:11][C:7]([C:3]4[CH:2]=[N:1][CH:6]=[CH:5][CH:4]=4)=[N:8]3)=[CH:17][CH:18]=2)=[O:41])=[CH:35][N:34]=[CH:33]1, predict the reactants needed to synthesize it. The reactants are: [N:1]1[CH:6]=[CH:5][CH:4]=[C:3]([C:7]2[CH:11]=[C:10]([C:12]([F:15])([F:14])[F:13])[N:9]([C:16]3[N:21]=[N:20][C:19]([NH2:22])=[CH:18][CH:17]=3)[N:8]=2)[CH:2]=1.C(N(CC)C(C)C)(C)C.[O:32]1[C:36]([C:37]2[CH:38]=[C:39]([CH:43]=[CH:44][CH:45]=2)[C:40](Cl)=[O:41])=[CH:35][N:34]=[CH:33]1.C(=O)(O)[O-].[Na+]. (6) Given the product [OH:3][CH:1]([C:4]1[CH:5]=[CH:6][C:7]([C:8]([NH:10][C:11]2[CH:27]=[CH:26][CH:25]=[CH:24][C:12]=2[C:13]([NH:15][C:16]2[CH:21]=[CH:20][C:19]([O:22][CH3:23])=[CH:18][CH:17]=2)=[O:14])=[O:9])=[CH:28][CH:29]=1)[CH3:2], predict the reactants needed to synthesize it. The reactants are: [C:1]([C:4]1[CH:29]=[CH:28][C:7]([C:8]([NH:10][C:11]2[CH:27]=[CH:26][CH:25]=[CH:24][C:12]=2[C:13]([NH:15][C:16]2[CH:21]=[CH:20][C:19]([O:22][CH3:23])=[CH:18][CH:17]=2)=[O:14])=[O:9])=[CH:6][CH:5]=1)(=[O:3])[CH3:2].[BH4-].[Na+]. (7) Given the product [CH:17]1([N:16]2[C:15]3[C:14]4[CH:13]=[CH:12][CH:11]=[C:10]([O:22][CH3:23])[C:9]=4[N:8]=[CH:7][C:6]=3[C:4](=[O:3])[N:24]([C:27]3[CH:32]=[CH:31][C:30]([CH3:33])=[CH:29][CH:28]=3)[C:25]2=[O:26])[CH2:18][CH2:19][CH2:20][CH2:21]1, predict the reactants needed to synthesize it. The reactants are: C([O:3][C:4]([C:6]1[CH:7]=[N:8][C:9]2[C:14]([C:15]=1[NH:16][CH:17]1[CH2:21][CH2:20][CH2:19][CH2:18]1)=[CH:13][CH:12]=[CH:11][C:10]=2[O:22][CH3:23])=O)C.[N:24]([C:27]1[CH:32]=[CH:31][C:30]([CH3:33])=[CH:29][CH:28]=1)=[C:25]=[O:26]. (8) The reactants are: C([O:8][C:9]1[C:10]([F:25])=[C:11]2[C:15](=[CH:16][CH:17]=1)[N:14]([C:18]([O:20][C:21]([CH3:24])([CH3:23])[CH3:22])=[O:19])[CH:13]=[CH:12]2)C1C=CC=CC=1. Given the product [C:21]([O:20][C:18]([N:14]1[C:15]2[C:11](=[C:10]([F:25])[C:9]([OH:8])=[CH:17][CH:16]=2)[CH2:12][CH2:13]1)=[O:19])([CH3:24])([CH3:22])[CH3:23], predict the reactants needed to synthesize it. (9) Given the product [Br:1][C:2]1[CH:10]=[CH:9][C:8]2[N:7]([CH3:11])[N:6]=[CH:5][C:4]=2[C:3]=1[OH:12], predict the reactants needed to synthesize it. The reactants are: [Br:1][C:2]1[C:3]([O:12]C)=[C:4]2[C:8](=[CH:9][CH:10]=1)[N:7]([CH3:11])[N:6]=[CH:5]2.B(Br)(Br)Br.[OH-].[NH4+]. (10) Given the product [C:4]([CH:3]([NH:2][C:28]([C:26]1[N:25]=[N:24][N:23]([CH2:22][CH2:21][NH:20][C:18](=[O:19])[C:17]2[CH:31]=[CH:32][C:33]([O:37][CH3:38])=[C:34]([O:35][CH3:36])[C:16]=2[O:15][CH3:14])[CH:27]=1)=[O:29])[C:6]1[CH:7]=[N:8][C:9]([O:12][CH3:13])=[CH:10][CH:11]=1)#[N:5], predict the reactants needed to synthesize it. The reactants are: Cl.[NH2:2][CH:3]([C:6]1[CH:7]=[N:8][C:9]([O:12][CH3:13])=[CH:10][CH:11]=1)[C:4]#[N:5].[CH3:14][O:15][C:16]1[C:34]([O:35][CH3:36])=[C:33]([O:37][CH3:38])[CH:32]=[CH:31][C:17]=1[C:18]([NH:20][CH2:21][CH2:22][N:23]1[CH:27]=[C:26]([C:28](O)=[O:29])[N:25]=[N:24]1)=[O:19].